Dataset: Reaction yield outcomes from USPTO patents with 853,638 reactions. Task: Predict the reaction yield, written as a fraction of the theoretical maximum amount of product (1.0 means a 100% yield; for example, 0.34 means a 34% yield). (1) The reactants are [CH3:1][O:2][C:3]1[CH:11]=[C:10]2[C:6]([CH:7]=[C:8]([C:12]([O:14]CC)=[O:13])[NH:9]2)=[CH:5][C:4]=1[C:17]1[N:21]=[C:20]([C:22]2[CH:27]=[CH:26][C:25]([N:28]3[CH2:33][CH2:32][CH2:31][CH2:30][CH:29]3[CH3:34])=[C:24]([C:35]([F:38])([F:37])[F:36])[CH:23]=2)[O:19][N:18]=1.[OH-].[Li+].O. The catalyst is C1COCC1.[OH-].[Na+]. The product is [CH3:1][O:2][C:3]1[CH:11]=[C:10]2[C:6]([CH:7]=[C:8]([C:12]([OH:14])=[O:13])[NH:9]2)=[CH:5][C:4]=1[C:17]1[N:21]=[C:20]([C:22]2[CH:27]=[CH:26][C:25]([N:28]3[CH2:33][CH2:32][CH2:31][CH2:30][CH:29]3[CH3:34])=[C:24]([C:35]([F:38])([F:37])[F:36])[CH:23]=2)[O:19][N:18]=1. The yield is 0.830. (2) The reactants are [F:1][C:2]1[CH:25]=[CH:24][C:5]([CH2:6][O:7][C:8]2[CH:17]=[C:16]3[C:11]([CH:12]=[C:13](C(OCC)=O)[C:14]([CH3:18])=[N:15]3)=[CH:10][CH:9]=2)=[CH:4][CH:3]=1.C[Mg]Br. The catalyst is C1COCC1. The product is [F:1][C:2]1[CH:25]=[CH:24][C:5]([CH2:6][O:7][C:8]2[CH:17]=[C:16]3[C:11]([CH:12]=[C:13]([C:8]([OH:7])([CH3:17])[CH3:9])[C:14]([CH3:18])=[N:15]3)=[CH:10][CH:9]=2)=[CH:4][CH:3]=1. The yield is 0.450. (3) The reactants are Br[C:2]1[S:25][C:5]2[N:6]=[CH:7][N:8]=[C:9]([N:10]3[CH2:15][CH2:14][CH:13]([CH2:16][O:17][CH2:18][CH2:19][N:20]4[CH2:24][CH2:23][CH2:22][CH2:21]4)[CH2:12][CH2:11]3)[C:4]=2[C:3]=1[C:26]1[CH:31]=[CH:30][CH:29]=[CH:28][CH:27]=1.C(=O)([O-])[O-].[Cs+].[Cs+].[C:38]([NH2:41])(=[O:40])[CH3:39].CC1(C)C2C(=C(P(C3C=CC=CC=3)C3C=CC=CC=3)C=CC=2)OC2C(P(C3C=CC=CC=3)C3C=CC=CC=3)=CC=CC1=2. The catalyst is C1C=CC(/C=C/C(/C=C/C2C=CC=CC=2)=O)=CC=1.C1C=CC(/C=C/C(/C=C/C2C=CC=CC=2)=O)=CC=1.C1C=CC(/C=C/C(/C=C/C2C=CC=CC=2)=O)=CC=1.[Pd].[Pd].O1CCOCC1.C(#N)C. The product is [C:26]1([C:3]2[C:4]3[C:9]([N:10]4[CH2:15][CH2:14][CH:13]([CH2:16][O:17][CH2:18][CH2:19][N:20]5[CH2:24][CH2:23][CH2:22][CH2:21]5)[CH2:12][CH2:11]4)=[N:8][CH:7]=[N:6][C:5]=3[S:25][C:2]=2[NH:41][C:38](=[O:40])[CH3:39])[CH:31]=[CH:30][CH:29]=[CH:28][CH:27]=1. The yield is 0.170. (4) The reactants are [CH3:1][C:2]1[N:7]=[C:6]([NH2:8])[CH:5]=[CH:4][CH:3]=1.O=[CH:10][C:11]1[CH:19]=[CH:18][C:16]([OH:17])=[C:13]([O:14][CH3:15])[CH:12]=1.[N+:20]([CH2:22][C:23]1[CH:32]=[CH:31][C:26]2[O:27][CH2:28][CH2:29][O:30][C:25]=2[CH:24]=1)#[C-:21]. No catalyst specified. The product is [O:27]1[CH2:28][CH2:29][O:30][C:25]2[CH:24]=[C:23]([CH2:22][NH:20][C:21]3[N:7]4[C:2]([CH3:1])=[CH:3][CH:4]=[CH:5][C:6]4=[N:8][C:10]=3[C:11]3[CH:19]=[CH:18][C:16]([OH:17])=[C:13]([O:14][CH3:15])[CH:12]=3)[CH:32]=[CH:31][C:26]1=2. The yield is 0.0800. (5) The reactants are [O:1]([C:8]1[CH:14]=[CH:13][C:11]([NH2:12])=[CH:10][CH:9]=1)[C:2]1[CH:7]=[CH:6][CH:5]=[CH:4][CH:3]=1.[N:15]([C:18]1[CH:23]=[CH:22][C:21]([C:24]([F:27])([F:26])[F:25])=[CH:20][CH:19]=1)=[C:16]=[O:17]. The catalyst is C(O)C. The product is [O:1]([C:8]1[CH:9]=[CH:10][C:11]([NH:12][C:16]([NH:15][C:18]2[CH:19]=[CH:20][C:21]([C:24]([F:25])([F:26])[F:27])=[CH:22][CH:23]=2)=[O:17])=[CH:13][CH:14]=1)[C:2]1[CH:3]=[CH:4][CH:5]=[CH:6][CH:7]=1. The yield is 0.450. (6) The reactants are [Cl:1][C:2]1[CH:7]=[CH:6][C:5]([C:8]2[C:14]3[CH:15]=[C:16]([O:19][CH3:20])[CH:17]=[CH:18][C:13]=3[N:12]3[C:21]([CH3:24])=[N:22][N:23]=[C:11]3[C@H:10]([CH2:25][C:26](O)=[O:27])[N:9]=2)=[CH:4][CH:3]=1.CN(C(ON1N=NC2C=CC=NC1=2)=[N+](C)C)C.F[P-](F)(F)(F)(F)F.CCN(C(C)C)C(C)C.[NH2:62][CH2:63][C:64]1[CH:65]=[C:66]([OH:71])[C:67]([OH:70])=[CH:68][CH:69]=1. The catalyst is C(Cl)Cl. The product is [Cl:1][C:2]1[CH:7]=[CH:6][C:5]([C:8]2[C:14]3[CH:15]=[C:16]([O:19][CH3:20])[CH:17]=[CH:18][C:13]=3[N:12]3[C:21]([CH3:24])=[N:22][N:23]=[C:11]3[C@H:10]([CH2:25][C:26]([NH:62][CH2:63][C:64]3[CH:69]=[CH:68][C:67]([OH:70])=[C:66]([OH:71])[CH:65]=3)=[O:27])[N:9]=2)=[CH:4][CH:3]=1. The yield is 0.380. (7) The reactants are [B-](F)(F)(F)F.[B-](F)(F)(F)F.C1[N+]2(CCl)CC[N+]([F:21])(CC2)C1.[CH3:22][C:23]1([CH3:42])[CH2:27][O:26][C:25](=[O:28])[N:24]1[C:29]1[S:30][CH:31]=[C:32]([C:34]2[CH:41]=[CH:40][C:37]([C:38]#[N:39])=[CH:36][CH:35]=2)[N:33]=1. The catalyst is C(#N)C. The product is [CH3:22][C:23]1([CH3:42])[CH2:27][O:26][C:25](=[O:28])[N:24]1[C:29]1[S:30][C:31]([F:21])=[C:32]([C:34]2[CH:41]=[CH:40][C:37]([C:38]#[N:39])=[CH:36][CH:35]=2)[N:33]=1. The yield is 0.340. (8) The reactants are [CH3:1][O:2][C:3]1[CH:4]=[C:5]2[C:10](=[CH:11][C:12]=1[O:13][CH3:14])[N:9]=[CH:8][CH:7]=[C:6]2[O:15][C:16]1[C:22]([CH3:23])=[CH:21][C:19]([NH2:20])=[C:18]([CH3:24])[CH:17]=1.ClC(Cl)(O[C:29](=[O:35])[O:30][C:31](Cl)(Cl)Cl)Cl.OC[N:39]1[C:47](=[O:48])[C:46]2[C:41](=[CH:42][CH:43]=[CH:44][CH:45]=2)[C:40]1=[O:49].C(=O)(O)[O-].[Na+]. The product is [CH3:1][O:2][C:3]1[CH:4]=[C:5]2[C:10](=[CH:11][C:12]=1[O:13][CH3:14])[N:9]=[CH:8][CH:7]=[C:6]2[O:15][C:16]1[C:22]([CH3:23])=[CH:21][C:19]([NH:20][C:29](=[O:35])[O:30][CH2:31][N:39]2[C:47](=[O:48])[C:46]3[C:41](=[CH:42][CH:43]=[CH:44][CH:45]=3)[C:40]2=[O:49])=[C:18]([CH3:24])[CH:17]=1. The yield is 0.570. The catalyst is C(Cl)Cl.C(N(CC)CC)C.C1(C)C=CC=CC=1.